This data is from Reaction yield outcomes from USPTO patents with 853,638 reactions. The task is: Predict the reaction yield, written as a fraction of the theoretical maximum amount of product (1.0 means a 100% yield; for example, 0.34 means a 34% yield). The reactants are Cl.[NH2:2][CH2:3][C:4]1[CH:12]=[CH:11][CH:10]=[C:9]2[C:5]=1[C:6](=[O:22])[N:7]([CH:14]1[CH2:19][CH2:18][C:17](=[O:20])[NH:16][C:15]1=[O:21])[C:8]2=[O:13].N12CCCN=C1CCCCC2.[N:34]1[O:35][C:36]([C:43](O)=[O:44])=[C:37]2[CH:42]=[CH:41][CH:40]=[CH:39][C:38]=12.Cl.CN(C)CCCN=C=NCC. The catalyst is CN(C=O)C. The product is [O:21]=[C:15]1[CH:14]([N:7]2[C:6](=[O:22])[C:5]3[C:9](=[CH:10][CH:11]=[CH:12][C:4]=3[CH2:3][NH:2][C:43]([C:36]3[O:35][N:34]=[C:38]4[CH:39]=[CH:40][CH:41]=[CH:42][C:37]=34)=[O:44])[C:8]2=[O:13])[CH2:19][CH2:18][C:17](=[O:20])[NH:16]1. The yield is 0.780.